Dataset: Forward reaction prediction with 1.9M reactions from USPTO patents (1976-2016). Task: Predict the product of the given reaction. Given the reactants [F:1][C:2]1[CH:10]=[C:9]2[C:5]([CH:6]=[N:7][NH:8]2)=[CH:4][C:3]=1[CH:11]=O.[C:13](/[CH:15]=[C:16](\[O-:18])/[CH3:17])#[N:14].[Na+], predict the reaction product. The product is: [F:1][C:2]1[CH:10]=[C:9]2[C:5]([CH:6]=[N:7][NH:8]2)=[CH:4][C:3]=1/[CH:11]=[C:15](/[C:16](=[O:18])[CH3:17])\[C:13]#[N:14].